Dataset: Full USPTO retrosynthesis dataset with 1.9M reactions from patents (1976-2016). Task: Predict the reactants needed to synthesize the given product. (1) Given the product [NH2:7][CH:8]1[CH2:13][CH2:12][N:11]([CH2:14][CH2:15][N:16]2[C:21]3[CH:22]=[C:23]([CH3:26])[CH:24]=[CH:25][C:20]=3[O:19][CH2:18][C:17]2=[O:27])[CH2:10][CH2:9]1, predict the reactants needed to synthesize it. The reactants are: C(OC(=O)[NH:7][CH:8]1[CH2:13][CH2:12][N:11]([CH2:14][CH2:15][N:16]2[C:21]3[CH:22]=[C:23]([CH3:26])[CH:24]=[CH:25][C:20]=3[O:19][CH2:18][C:17]2=[O:27])[CH2:10][CH2:9]1)(C)(C)C.NC1CCN(CCN2C3C(=CC=C(C#N)C=3)C=CC2=O)CC1. (2) Given the product [CH3:25][O:26][C:27]([NH:16][CH:15]([CH2:14][C:7]1[C:8]2[C:13](=[CH:12][CH:11]=[CH:10][CH:9]=2)[C:4]([N+:1]([O-:3])=[O:2])=[CH:5][CH:6]=1)[C:17]([OH:19])=[O:18])=[O:28], predict the reactants needed to synthesize it. The reactants are: [N+:1]([C:4]1[C:13]2[C:8](=[CH:9][CH:10]=[CH:11][CH:12]=2)[C:7]([CH2:14][C@@H:15]([C:17]([OH:19])=[O:18])[NH2:16])=[CH:6][CH:5]=1)([O-:3])=[O:2].C([O-])(O)=O.[Na+].[CH3:25][O:26][C:27](Cl)=[O:28].Cl. (3) Given the product [C:22]([C:26]1[CH:31]=[CH:30][C:29]([C:2]2[CH:21]=[CH:20][C:5]([CH2:6][C:7]3[NH:8][CH:9]=[C:10]([C:12]4[CH:17]=[CH:16][C:15]([Cl:18])=[CH:14][C:13]=4[Cl:19])[N:11]=3)=[CH:4][CH:3]=2)=[CH:28][CH:27]=1)([CH3:25])([CH3:24])[CH3:23], predict the reactants needed to synthesize it. The reactants are: Br[C:2]1[CH:21]=[CH:20][C:5]([CH2:6][C:7]2[NH:8][CH:9]=[C:10]([C:12]3[CH:17]=[CH:16][C:15]([Cl:18])=[CH:14][C:13]=3[Cl:19])[N:11]=2)=[CH:4][CH:3]=1.[C:22]([C:26]1[CH:31]=[CH:30][C:29](B(O)O)=[CH:28][CH:27]=1)([CH3:25])([CH3:24])[CH3:23]. (4) Given the product [F:29][C:26]1[CH:25]=[CH:24][C:23]([N:18]2[C:19]3[C:15](=[C:14](/[CH:4]=[CH:3]/[CH:2]([NH:5][C:6](=[O:12])[O:7][C:8]([CH3:11])([CH3:10])[CH3:9])[CH3:1])[CH:22]=[CH:21][CH:20]=3)[CH:16]=[N:17]2)=[CH:28][CH:27]=1, predict the reactants needed to synthesize it. The reactants are: [CH3:1][CH:2]([NH:5][C:6](=[O:12])[O:7][C:8]([CH3:11])([CH3:10])[CH3:9])[CH:3]=[CH2:4].Br[C:14]1[CH:22]=[CH:21][CH:20]=[C:19]2[C:15]=1[CH:16]=[N:17][N:18]2[C:23]1[CH:28]=[CH:27][C:26]([F:29])=[CH:25][CH:24]=1.C(N(C(C)C)C(C)C)C. (5) Given the product [OH:22][CH2:19][C:20]#[C:21][C:2]1[CH:3]=[C:4]2[C:8](=[CH:9][CH:10]=1)[C:7](=[O:11])[CH2:6][CH2:5]2, predict the reactants needed to synthesize it. The reactants are: Br[C:2]1[CH:3]=[C:4]2[C:8](=[CH:9][CH:10]=1)[C:7](=[O:11])[CH2:6][CH2:5]2.C(N(CC)CC)C.[CH2:19]([OH:22])[C:20]#[CH:21].